Dataset: NCI-60 drug combinations with 297,098 pairs across 59 cell lines. Task: Regression. Given two drug SMILES strings and cell line genomic features, predict the synergy score measuring deviation from expected non-interaction effect. (1) Drug 1: C1=NC(=NC(=O)N1C2C(C(C(O2)CO)O)O)N. Drug 2: COC1=C2C(=CC3=C1OC=C3)C=CC(=O)O2. Cell line: SN12C. Synergy scores: CSS=7.85, Synergy_ZIP=-3.74, Synergy_Bliss=1.72, Synergy_Loewe=-15.1, Synergy_HSA=-3.30. (2) Drug 1: CC1=C(C=C(C=C1)NC2=NC=CC(=N2)N(C)C3=CC4=NN(C(=C4C=C3)C)C)S(=O)(=O)N.Cl. Drug 2: C(CCl)NC(=O)N(CCCl)N=O. Cell line: SF-268. Synergy scores: CSS=11.1, Synergy_ZIP=3.35, Synergy_Bliss=6.42, Synergy_Loewe=2.72, Synergy_HSA=2.99. (3) Drug 1: C1=CC(=CC=C1CCCC(=O)O)N(CCCl)CCCl. Synergy scores: CSS=9.97, Synergy_ZIP=-4.61, Synergy_Bliss=-3.88, Synergy_Loewe=-4.27, Synergy_HSA=-3.56. Cell line: MALME-3M. Drug 2: COCCOC1=C(C=C2C(=C1)C(=NC=N2)NC3=CC=CC(=C3)C#C)OCCOC.Cl. (4) Drug 1: C1=CC(=C(C=C1I)F)NC2=C(C=CC(=C2F)F)C(=O)NOCC(CO)O. Drug 2: CC1(CCCN1)C2=NC3=C(C=CC=C3N2)C(=O)N. Cell line: T-47D. Synergy scores: CSS=7.15, Synergy_ZIP=3.53, Synergy_Bliss=6.80, Synergy_Loewe=3.87, Synergy_HSA=4.67. (5) Drug 1: C1=C(C(=O)NC(=O)N1)N(CCCl)CCCl. Drug 2: C#CCC(CC1=CN=C2C(=N1)C(=NC(=N2)N)N)C3=CC=C(C=C3)C(=O)NC(CCC(=O)O)C(=O)O. Cell line: NCI-H322M. Synergy scores: CSS=2.51, Synergy_ZIP=0.177, Synergy_Bliss=3.85, Synergy_Loewe=2.31, Synergy_HSA=2.25. (6) Drug 1: C1=CN(C=N1)CC(O)(P(=O)(O)O)P(=O)(O)O. Drug 2: C#CCC(CC1=CN=C2C(=N1)C(=NC(=N2)N)N)C3=CC=C(C=C3)C(=O)NC(CCC(=O)O)C(=O)O. Cell line: EKVX. Synergy scores: CSS=-1.06, Synergy_ZIP=-0.918, Synergy_Bliss=-3.52, Synergy_Loewe=-100, Synergy_HSA=-4.16. (7) Drug 1: C1CC(C1)(C(=O)O)C(=O)O.[NH2-].[NH2-].[Pt+2]. Drug 2: C1=NC(=NC(=O)N1C2C(C(C(O2)CO)O)O)N. Cell line: MALME-3M. Synergy scores: CSS=11.8, Synergy_ZIP=-5.24, Synergy_Bliss=-0.153, Synergy_Loewe=0.764, Synergy_HSA=0.900.